This data is from Full USPTO retrosynthesis dataset with 1.9M reactions from patents (1976-2016). The task is: Predict the reactants needed to synthesize the given product. (1) Given the product [NH2:2][C:5]1[C:6](=[O:22])[N:7]([CH3:21])[CH2:8][C:9]([CH3:20])([C:11]2[CH:16]=[CH:15][CH:14]=[C:13]([N+:17]([O-:19])=[O:18])[CH:12]=2)[N:10]=1, predict the reactants needed to synthesize it. The reactants are: [Cl-].[NH4+:2].CO[C:5]1[C:6](=[O:22])[N:7]([CH3:21])[CH2:8][C:9]([CH3:20])([C:11]2[CH:16]=[CH:15][CH:14]=[C:13]([N+:17]([O-:19])=[O:18])[CH:12]=2)[N:10]=1. (2) Given the product [C:7]([CH2:6][CH2:5][C:4]1[C:12]2[C:13](=[O:17])[CH2:14][CH2:15][CH2:16][C:11]=2[NH:2][CH:3]=1)([OH:9])=[O:8], predict the reactants needed to synthesize it. The reactants are: Cl.[NH2:2][CH2:3][C:4](=O)[CH2:5][CH2:6][C:7]([OH:9])=[O:8].[C:11]1(=O)[CH2:16][CH2:15][CH2:14][C:13](=[O:17])[CH2:12]1.C([O-])(=O)C.[Na+]. (3) Given the product [Cl:1][C:2]1[CH:7]=[CH:6][N:5]=[C:4]2[CH:8]=[C:9]([C:11]([N:15]([CH2:16][CH2:17][OH:18])[CH3:14])=[O:13])[S:10][C:3]=12, predict the reactants needed to synthesize it. The reactants are: [Cl:1][C:2]1[CH:7]=[CH:6][N:5]=[C:4]2[CH:8]=[C:9]([C:11]([OH:13])=O)[S:10][C:3]=12.[CH3:14][NH:15][CH2:16][CH2:17][OH:18].CCN(CC)CC. (4) The reactants are: Br[C:2]1[CH:7]=[C:6]([C@@H:8]([NH:11][C:12]([C:14]2[C:15]3[CH:22]=[N:21][N:20]([C:23]4[CH:28]=[CH:27][C:26]([F:29])=[CH:25][CH:24]=4)[C:16]=3[CH:17]=[N:18][CH:19]=2)=[O:13])[CH2:9][CH3:10])[CH:5]=[CH:4][N:3]=1.[CH3:30][N:31]1[CH2:36][CH2:35][NH:34][CH2:33][CH2:32]1.CCN(C(C)C)C(C)C. Given the product [CH3:30][N:31]1[CH2:36][CH2:35][N:34]([C:2]2[CH:7]=[C:6]([C@@H:8]([NH:11][C:12]([C:14]3[C:15]4[CH:22]=[N:21][N:20]([C:23]5[CH:28]=[CH:27][C:26]([F:29])=[CH:25][CH:24]=5)[C:16]=4[CH:17]=[N:18][CH:19]=3)=[O:13])[CH2:9][CH3:10])[CH:5]=[CH:4][N:3]=2)[CH2:33][CH2:32]1, predict the reactants needed to synthesize it. (5) Given the product [CH:1]1[C:13]2[CH:12]([CH2:14][O:15][C:16]([N:18]3[CH2:23][C@@H:22]([C:24](=[O:47])[NH:25][CH2:26][C:27]4([CH2:41][CH2:42][CH2:43][CH2:44][O:45][CH3:46])[C:40]5[CH:39]=[CH:38][CH:37]=[CH:36][C:35]=5[O:34][C:33]5[C:28]4=[CH:29][CH:30]=[CH:31][CH:32]=5)[CH2:21][C@@H:20]([NH:48][S:57]([C:54]4[CH:53]=[CH:52][C:51]([CH:49]=[O:50])=[CH:56][CH:55]=4)(=[O:59])=[O:58])[CH2:19]3)=[O:17])[C:11]3[C:6](=[CH:7][CH:8]=[CH:9][CH:10]=3)[C:5]=2[CH:4]=[CH:3][CH:2]=1, predict the reactants needed to synthesize it. The reactants are: [CH:1]1[C:13]2[CH:12]([CH2:14][O:15][C:16]([N:18]3[CH2:23][C@@H:22]([C:24](=[O:47])[NH:25][CH2:26][C:27]4([CH2:41][CH2:42][CH2:43][CH2:44][O:45][CH3:46])[C:40]5[CH:39]=[CH:38][CH:37]=[CH:36][C:35]=5[O:34][C:33]5[C:28]4=[CH:29][CH:30]=[CH:31][CH:32]=5)[CH2:21][C@@H:20]([NH2:48])[CH2:19]3)=[O:17])[C:11]3[C:6](=[CH:7][CH:8]=[CH:9][CH:10]=3)[C:5]=2[CH:4]=[CH:3][CH:2]=1.[CH:49]([C:51]1[CH:56]=[CH:55][C:54]([S:57](Cl)(=[O:59])=[O:58])=[CH:53][CH:52]=1)=[O:50]. (6) The reactants are: C1(C)C=CC(S(O[CH:11]2[CH2:16][CH2:15][N:14]([C:17]3[CH:22]=[CH:21][C:20]([N:23]4[CH2:27][C@H:26]([CH2:28][NH:29][C:30](=[O:32])[CH3:31])[O:25][C:24]4=[O:33])=[CH:19][C:18]=3[F:34])[CH2:13][CH2:12]2)(=O)=O)=CC=1.[N:36]1([C:42](=[O:49])[CH2:43][C:44]2[N:45]=[N:46][NH:47][N:48]=2)[CH2:41][CH2:40][O:39][CH2:38][CH2:37]1.C([O-])([O-])=O.[K+].[K+]. Given the product [O:39]1[CH2:38][CH2:37][N:36]([C:42]([CH2:43][C:44]2[N:48]([CH:11]3[CH2:16][CH2:15][N:14]([C:17]4[CH:22]=[CH:21][C:20]([N:23]5[CH2:27][C@H:26]([CH2:28][NH:29][C:30](=[O:32])[CH3:31])[O:25][C:24]5=[O:33])=[CH:19][C:18]=4[F:34])[CH2:13][CH2:12]3)[N:47]=[N:46][N:45]=2)=[O:49])[CH2:41][CH2:40]1, predict the reactants needed to synthesize it. (7) Given the product [ClH:68].[NH2:8][CH2:9][C@H:10]1[CH2:11][CH2:12][C@H:13]([C:16]([NH:18][C@@H:19]([CH2:43][C:44]2[CH:45]=[CH:46][C:47]([C:50]3[CH:55]=[CH:54][C:53]([C:56](=[O:66])[NH:57][CH2:58][CH:59]4[CH2:64][CH2:63][N:62]([CH3:65])[CH2:61][CH2:60]4)=[CH:52][C:51]=3[CH3:67])=[CH:48][CH:49]=2)[C:20]([NH:22][C:23]2[CH:24]=[CH:25][C:26]([C:29]3[NH:30][C:31]([C:34]([F:42])([F:41])[C:35]([F:39])([F:40])[C:36]([OH:38])=[O:37])=[N:32][N:33]=3)=[CH:27][CH:28]=2)=[O:21])=[O:17])[CH2:14][CH2:15]1, predict the reactants needed to synthesize it. The reactants are: C(OC([NH:8][CH2:9][C@H:10]1[CH2:15][CH2:14][C@H:13]([C:16]([NH:18][C@@H:19]([CH2:43][C:44]2[CH:49]=[CH:48][C:47]([C:50]3[CH:55]=[CH:54][C:53]([C:56](=[O:66])[NH:57][CH2:58][CH:59]4[CH2:64][CH2:63][N:62]([CH3:65])[CH2:61][CH2:60]4)=[CH:52][C:51]=3[CH3:67])=[CH:46][CH:45]=2)[C:20]([NH:22][C:23]2[CH:28]=[CH:27][C:26]([C:29]3[NH:30][C:31]([C:34]([F:42])([F:41])[C:35]([F:40])([F:39])[C:36]([OH:38])=[O:37])=[N:32][N:33]=3)=[CH:25][CH:24]=2)=[O:21])=[O:17])[CH2:12][CH2:11]1)=O)(C)(C)C.[ClH:68].C(#N)C.